This data is from Reaction yield outcomes from USPTO patents with 853,638 reactions. The task is: Predict the reaction yield, written as a fraction of the theoretical maximum amount of product (1.0 means a 100% yield; for example, 0.34 means a 34% yield). (1) The reactants are Cl[C:2]1[N:11]=[C:10]([OH:12])[C:9]2[C:4](=[C:5]([CH3:15])[C:6]([O:13][CH3:14])=[CH:7][CH:8]=2)[N:3]=1.[CH3:16][CH2:17][O-:18].[Na+]. No catalyst specified. The product is [CH2:17]([O:18][C:2]1[N:11]=[C:10]([OH:12])[C:9]2[C:4](=[C:5]([CH3:15])[C:6]([O:13][CH3:14])=[CH:7][CH:8]=2)[N:3]=1)[CH3:16]. The yield is 0.966. (2) The reactants are C(=O)([O-])[O-].[K+].[K+].[CH3:7][CH2:8][O:9][C:10]([CH2:12][C:13]([CH2:15][C:16]([O:18][CH2:19][CH3:20])=[O:17])=[O:14])=[O:11].[C:21](=S)=[S:22].CI.[CH3:26][S:27]([CH3:29])=O. No catalyst specified. The product is [CH2:19]([O:18][C:16](=[O:17])[C:15](=[C:26]([S:22][CH3:21])[S:27][CH3:29])[C:13](=[O:14])[CH2:12][C:10]([O:9][CH2:8][CH3:7])=[O:11])[CH3:20]. The yield is 0.260. (3) The reactants are [Cl:1][C:2]1[CH:7]=[CH:6][C:5]([CH2:8][C:9]([N:11]2[C@@H:15]([CH:16]([CH3:18])[CH3:17])[CH2:14][O:13][C:12]2=[O:19])=[O:10])=[CH:4][CH:3]=1.[CH3:20][Si]([N-][Si](C)(C)C)(C)C.[Na+].CC(O)=O. The catalyst is C1COCC1.CCOCC. The product is [Cl:1][C:2]1[CH:7]=[CH:6][C:5]([C@H:8]([CH3:20])[C:9]([N:11]2[C@@H:15]([CH:16]([CH3:17])[CH3:18])[CH2:14][O:13][C:12]2=[O:19])=[O:10])=[CH:4][CH:3]=1. The yield is 0.600. (4) The catalyst is CCOC(C)=O.Cl. The product is [C:19]1([CH:16]2[CH2:15][CH2:14][N:13]([CH2:12][CH2:11][CH2:10][N:9]([CH2:8][C:7]3[CH:32]=[CH:33][CH:34]=[CH:35][C:6]=3[OH:5])[CH2:25][C:26]3[CH:31]=[CH:30][CH:29]=[CH:28][N:27]=3)[CH2:18][CH2:17]2)[CH:24]=[CH:23][CH:22]=[CH:21][CH:20]=1. The reactants are C([O:5][C:6]1[CH:35]=[CH:34][CH:33]=[CH:32][C:7]=1[CH2:8][N:9]([CH2:25][C:26]1[CH:31]=[CH:30][CH:29]=[CH:28][N:27]=1)[CH2:10][CH2:11][CH2:12][N:13]1[CH2:18][CH2:17][CH:16]([C:19]2[CH:24]=[CH:23][CH:22]=[CH:21][CH:20]=2)[CH2:15][CH2:14]1)(C)(C)C. The yield is 0.920. (5) The product is [Cl:14][C:15]1[CH:20]=[C:19]([C:2]2[C:7]3[N:8]=[C:9]([NH2:11])[S:10][C:6]=3[CH:5]=[C:4]([CH3:12])[C:3]=2[F:13])[CH:18]=[CH:17][CH:16]=1. The yield is 0.550. The reactants are Br[C:2]1[C:7]2[N:8]=[C:9]([NH2:11])[S:10][C:6]=2[CH:5]=[C:4]([CH3:12])[C:3]=1[F:13].[Cl:14][C:15]1[CH:16]=[C:17](B(O)O)[CH:18]=[CH:19][CH:20]=1.C1C=CC(P(C2C=CC=CC=2)C2C=CC=CC=2)=CC=1.C([O-])([O-])=O.[K+].[K+]. The catalyst is CC([O-])=O.CC([O-])=O.[Pd+2].C(O)C.O.O1CCOCC1. (6) The reactants are [Cl:1][C:2]1[CH:3]=[C:4]([S:8]([N:11]2[C:15]([C:16]3[CH:21]=[CH:20][CH:19]=[CH:18][CH:17]=3)=[CH:14][C:13]([CH2:22][N:23](C)[C:24](=O)OC(C)(C)C)=[CH:12]2)(=[O:10])=[O:9])[CH:5]=[CH:6][CH:7]=1.FC(F)(F)C(O)=O.C(=O)([O-])O.[Na+]. The catalyst is ClCCl. The product is [ClH:1].[Cl:1][C:2]1[CH:3]=[C:4]([S:8]([N:11]2[C:15]([C:16]3[CH:21]=[CH:20][CH:19]=[CH:18][CH:17]=3)=[CH:14][C:13]([CH2:22][NH:23][CH3:24])=[CH:12]2)(=[O:9])=[O:10])[CH:5]=[CH:6][CH:7]=1. The yield is 0.520. (7) The reactants are [H-].[Na+].[F:3][C:4]1[C:5]([CH2:16][N:17]([CH3:25])[C:18](=[O:24])[O:19][C:20]([CH3:23])([CH3:22])[CH3:21])=[CH:6][NH:7][C:8]=1[C:9]1[C:10]([F:15])=[N:11][CH:12]=[CH:13][CH:14]=1.C1O[CH2:39][CH2:38]OCCOCCOCCOC1.C[C:42]1C=[CH:46][N:45]=[CH:44][C:43]=1[S:48](Cl)(=[O:50])=[O:49]. The catalyst is O1CCCC1.O. The product is [F:3][C:4]1[C:5]([CH2:16][N:17]([CH3:25])[C:18](=[O:24])[O:19][C:20]([CH3:21])([CH3:22])[CH3:23])=[CH:6][N:7]([S:48]([C:43]2[CH:44]=[N:45][CH:46]=[C:38]([CH3:39])[CH:42]=2)(=[O:50])=[O:49])[C:8]=1[C:9]1[C:10]([F:15])=[N:11][CH:12]=[CH:13][CH:14]=1. The yield is 0.770.